From a dataset of Reaction yield outcomes from USPTO patents with 853,638 reactions. Predict the reaction yield, written as a fraction of the theoretical maximum amount of product (1.0 means a 100% yield; for example, 0.34 means a 34% yield). (1) The reactants are Cl.[CH:2]([CH:15]1[C:20](=[O:21])[CH2:19][CH2:18][NH:17][CH2:16]1)([C:9]1[CH:14]=[CH:13][CH:12]=[CH:11][CH:10]=1)[C:3]1[CH:8]=[CH:7][CH:6]=[CH:5][CH:4]=1.Cl.C(O[C:26](=[NH:36])[CH2:27][C:28]1[CH:33]=[CH:32][CH:31]=[CH:30][C:29]=1[O:34][CH3:35])C.C(N(CC)CC)C. The catalyst is ClCCl. The product is [CH:2]([CH:15]1[C:20](=[O:21])[CH2:19][CH2:18][N:17]([C:26](=[NH:36])[CH2:27][C:28]2[CH:33]=[CH:32][CH:31]=[CH:30][C:29]=2[O:34][CH3:35])[CH2:16]1)([C:9]1[CH:14]=[CH:13][CH:12]=[CH:11][CH:10]=1)[C:3]1[CH:4]=[CH:5][CH:6]=[CH:7][CH:8]=1. The yield is 0.190. (2) The catalyst is C1COCC1.ClCCl. The product is [N:15]12[CH2:22][CH2:21][CH:18]([CH2:19][CH2:20]1)[CH:17]([O:1][C:2]1[CH:14]=[CH:13][C:12]3[C:11]4[C:6](=[CH:7][CH:8]=[CH:9][CH:10]=4)[NH:5][C:4]=3[CH:3]=1)[CH2:16]2. The yield is 0.590. The reactants are [OH:1][C:2]1[CH:14]=[CH:13][C:12]2[C:11]3[C:6](=[CH:7][CH:8]=[CH:9][CH:10]=3)[NH:5][C:4]=2[CH:3]=1.[N:15]12[CH2:22][CH2:21][CH:18]([CH2:19][CH2:20]1)[CH:17](O)[CH2:16]2.C1(P(C2C=CC=CC=2)C2C=CC=CC=2)C=CC=CC=1.CCOC(/N=N/C(OCC)=O)=O. (3) The reactants are C[O:2][C:3]([C:5]1[C:10](Cl)=[CH:9][C:8](=[O:12])[N:7]([C:13]2[CH:18]=[CH:17][CH:16]=[CH:15][CH:14]=2)[N:6]=1)=[O:4].[Br:19][C:20]1[CH:26]=[CH:25][C:23]([NH2:24])=[C:22]([F:27])[CH:21]=1.C(=O)([O-])[O-].[Cs+].[Cs+].O. The catalyst is ClC1C=CC=CC=1Cl.CCOC(C)=O. The product is [Br:19][C:20]1[CH:26]=[CH:25][C:23]([NH:24][C:10]2[C:5]([C:3]([OH:2])=[O:4])=[N:6][N:7]([C:13]3[CH:18]=[CH:17][CH:16]=[CH:15][CH:14]=3)[C:8](=[O:12])[CH:9]=2)=[C:22]([F:27])[CH:21]=1. The yield is 0.430.